This data is from Forward reaction prediction with 1.9M reactions from USPTO patents (1976-2016). The task is: Predict the product of the given reaction. (1) Given the reactants C[O:2][C:3]([C@H:5]1[C:14]2[C:9](=[CH:10][CH:11]=[CH:12][CH:13]=2)[N:8]([C:15]([C:17]2[CH:18]=[N:19][C:20](Cl)=[CH:21][CH:22]=2)=[O:16])[C@@H:7]([CH3:24])[CH2:6]1)=[O:4].[CH3:25][O-:26].[Na+].CO.Cl, predict the reaction product. The product is: [CH3:25][O:26][C:20]1[N:19]=[CH:18][C:17]([C:15]([N:8]2[C:9]3[C:14](=[CH:13][CH:12]=[CH:11][CH:10]=3)[CH:5]([C:3]([OH:2])=[O:4])[CH2:6][CH:7]2[CH3:24])=[O:16])=[CH:22][CH:21]=1. (2) Given the reactants [CH2:1]([Sn:5]([CH2:23][CH2:24][CH2:25][CH3:26])([CH2:19][CH2:20][CH2:21][CH3:22])[C:6]1[CH:7]=[C:8]([C:12]2[O:16][C:15]([CH:17]=O)=[CH:14][CH:13]=2)[CH:9]=[CH:10][CH:11]=1)[CH2:2][CH2:3][CH3:4].[NH:27]1[CH:31]=[C:30]([CH2:32][CH2:33][N:34]2[C:38](=[O:39])[CH2:37][NH:36][C:35]2=[S:40])[N:29]=[CH:28]1.N1CCCCC1, predict the reaction product. The product is: [NH:27]1[CH:31]=[C:30]([CH2:32][CH2:33][N:34]2[C:38](=[O:39])/[C:37](=[CH:17]/[C:15]3[O:16][C:12]([C:8]4[CH:9]=[CH:10][CH:11]=[C:6]([Sn:5]([CH2:1][CH2:2][CH2:3][CH3:4])([CH2:23][CH2:24][CH2:25][CH3:26])[CH2:19][CH2:20][CH2:21][CH3:22])[CH:7]=4)=[CH:13][CH:14]=3)/[NH:36][C:35]2=[S:40])[N:29]=[CH:28]1. (3) Given the reactants [O:1]=[C:2]1[N:6]([C:7]([O:9][C:10]([CH3:13])([CH3:12])[CH3:11])=[O:8])[C@@H:5]([C:14]([O:16][CH2:17][CH3:18])=[O:15])[CH2:4][CH2:3]1.[C:19]1([CH2:25][O:26][C:27]2[CH:32]=[CH:31][C:30](I)=[CH:29][CH:28]=2)[CH:24]=[CH:23][CH:22]=[CH:21][CH:20]=1, predict the reaction product. The product is: [CH3:11][C:10]([O:9][C:7]([NH:6][C@H:5]([CH2:4][CH2:3][C:2](=[O:1])[C:30]1[CH:31]=[CH:32][C:27]([O:26][CH2:25][C:19]2[CH:24]=[CH:23][CH:22]=[CH:21][CH:20]=2)=[CH:28][CH:29]=1)[C:14]([O:16][CH2:17][CH3:18])=[O:15])=[O:8])([CH3:13])[CH3:12]. (4) Given the reactants [C:1]([N:8]1[C@@H:13]([CH3:14])[CH2:12][CH2:11][CH2:10][C@@H:9]1[CH:15]=[CH:16][CH2:17][CH:18]([CH3:20])[CH3:19])([O:3][C:4]([CH3:7])([CH3:6])[CH3:5])=[O:2], predict the reaction product. The product is: [C:1]([N:8]1[C@@H:13]([CH3:14])[CH2:12][CH2:11][CH2:10][C@@H:9]1[CH2:15][CH2:16][CH2:17][CH:18]([CH3:20])[CH3:19])([O:3][C:4]([CH3:5])([CH3:7])[CH3:6])=[O:2].